From a dataset of Reaction yield outcomes from USPTO patents with 853,638 reactions. Predict the reaction yield, written as a fraction of the theoretical maximum amount of product (1.0 means a 100% yield; for example, 0.34 means a 34% yield). (1) The reactants are [C:1]([O:5][CH:6]([C:11]1[C:16]([C:17]([F:20])([F:19])[F:18])=[CH:15][CH:14]=[C:13]([C:21]2[CH:22]=[N:23][S:24][CH:25]=2)[C:12]=1[C:26]1[CH:27]=[CH:28][C:29]2[O:34][CH2:33][CH2:32][CH2:31][C:30]=2[CH:35]=1)[C:7]([O:9]C)=[O:8])([CH3:4])([CH3:3])[CH3:2].[OH-].[Li+].Cl. The catalyst is O1CCOCC1.O. The product is [C:1]([O:5][CH:6]([C:11]1[C:16]([C:17]([F:18])([F:19])[F:20])=[CH:15][CH:14]=[C:13]([C:21]2[CH:22]=[N:23][S:24][CH:25]=2)[C:12]=1[C:26]1[CH:27]=[CH:28][C:29]2[O:34][CH2:33][CH2:32][CH2:31][C:30]=2[CH:35]=1)[C:7]([OH:9])=[O:8])([CH3:4])([CH3:2])[CH3:3]. The yield is 0.440. (2) The reactants are [OH:1][C@H:2]1[C:6]2[N:7]=[CH:8][N:9]=[C:10]([N:11]3[CH2:16][CH2:15][N:14]([C:17]([O:19][C:20]([CH3:23])([CH3:22])[CH3:21])=[O:18])[CH2:13][C@@H:12]3[CH3:24])[C:5]=2[C@H:4]([CH3:25])[CH2:3]1.[H-].[Na+].[CH3:28]I. The catalyst is C1COCC1. The product is [CH3:28][O:1][C@H:2]1[C:6]2[N:7]=[CH:8][N:9]=[C:10]([N:11]3[CH2:16][CH2:15][N:14]([C:17]([O:19][C:20]([CH3:23])([CH3:22])[CH3:21])=[O:18])[CH2:13][C@@H:12]3[CH3:24])[C:5]=2[C@H:4]([CH3:25])[CH2:3]1. The yield is 0.550.